From a dataset of Reaction yield outcomes from USPTO patents with 853,638 reactions. Predict the reaction yield, written as a fraction of the theoretical maximum amount of product (1.0 means a 100% yield; for example, 0.34 means a 34% yield). (1) The reactants are [CH3:1][C:2]([CH3:11])=[CH:3][CH2:4][C@H:5]([C:8]([CH3:10])=[CH2:9])[CH2:6][OH:7].[C:12](Cl)(=[O:16])[CH2:13][CH2:14][CH3:15]. No catalyst specified. The product is [C:12]([O:7][CH2:6][CH:5]1[CH2:4][CH2:3][C:2]([CH3:11])([CH3:1])[CH:9]=[C:8]1[CH3:10])(=[O:16])[CH2:13][CH2:14][CH3:15]. The yield is 0.0120. (2) The reactants are CON(C)[C:4]([C:6]1[CH:7]=[CH:8][C:9]2[N:13]=[C:12]([C:14]3[CH:19]=[CH:18][C:17]([O:20][CH2:21][CH2:22][CH2:23][CH2:24][O:25][CH2:26][C:27]#[CH:28])=[CH:16][CH:15]=3)[NH:11][C:10]=2[CH:29]=1)=[O:5].[H-].[Al+3].[Li+].[H-].[H-].[H-]. No catalyst specified. The product is [CH2:26]([O:25][CH2:24][CH2:23][CH2:22][CH2:21][O:20][C:17]1[CH:16]=[CH:15][C:14]([C:12]2[NH:11][C:10]3[CH:29]=[C:6]([CH:4]=[O:5])[CH:7]=[CH:8][C:9]=3[N:13]=2)=[CH:19][CH:18]=1)[C:27]#[CH:28]. The yield is 0.550. (3) The reactants are C([O:8][C:9]1[CH:10]=[C:11]([CH:34]=[CH:35][CH:36]=1)[CH2:12][N:13]1[C:21]2[C:16](=[CH:17][CH:18]=[CH:19][CH:20]=2)[C:15]2([CH2:25][O:24][C:23]3[CH:26]=[C:27]4[C:31](=[CH:32][C:22]2=3)[CH2:30][CH2:29][O:28]4)[C:14]1=[O:33])C1C=CC=CC=1. The catalyst is [Pd].CO. The product is [OH:8][C:9]1[CH:10]=[C:11]([CH:34]=[CH:35][CH:36]=1)[CH2:12][N:13]1[C:21]2[C:16](=[CH:17][CH:18]=[CH:19][CH:20]=2)[C:15]2([CH2:25][O:24][C:23]3[CH:26]=[C:27]4[C:31](=[CH:32][C:22]2=3)[CH2:30][CH2:29][O:28]4)[C:14]1=[O:33]. The yield is 0.930. (4) The reactants are [C:1]1([C:21]2[CH:26]=[CH:25][CH:24]=[CH:23][CH:22]=2)[CH:6]=[CH:5][CH:4]=[CH:3][C:2]=1[N:7]1[C:16](=[O:17])[C:15]2[C:10](=[CH:11][CH:12]=[CH:13][C:14]=2[Cl:18])[N:9]=[C:8]1[CH2:19]Cl.[N:27]1[C:35]([NH2:36])=[C:34]2[C:30]([N:31]=[CH:32][NH:33]2)=[N:29][CH:28]=1.C([O-])([O-])=O.[K+].[K+]. The catalyst is CN(C=O)C. The product is [NH2:36][C:35]1[N:27]=[CH:28][N:29]=[C:30]2[C:34]=1[N:33]=[CH:32][N:31]2[CH2:19][C:8]1[N:7]([C:2]2[CH:3]=[CH:4][CH:5]=[CH:6][C:1]=2[C:21]2[CH:26]=[CH:25][CH:24]=[CH:23][CH:22]=2)[C:16](=[O:17])[C:15]2[C:10](=[CH:11][CH:12]=[CH:13][C:14]=2[Cl:18])[N:9]=1. The yield is 0.680.